This data is from Retrosynthesis with 50K atom-mapped reactions and 10 reaction types from USPTO. The task is: Predict the reactants needed to synthesize the given product. Given the product CCCCCC(=O)N[C@@H](CC(C)C)C(=O)N[C@H](C=O)CCCC, predict the reactants needed to synthesize it. The reactants are: CCCCCC(=O)N[C@@H](CC(C)C)C(=O)N[C@H](CO)CCCC.